From a dataset of Catalyst prediction with 721,799 reactions and 888 catalyst types from USPTO. Predict which catalyst facilitates the given reaction. (1) Reactant: C([O:5][C:6](=[O:35])[C:7]([O:10][C:11]1[CH:16]=[CH:15][C:14]([CH2:17][CH2:18][CH2:19][CH:20]2[CH2:24][N:23]([CH2:25][C:26]3[CH:31]=[CH:30][C:29]([CH3:32])=[C:28]([CH3:33])[CH:27]=3)[C:22](=[O:34])[NH:21]2)=[CH:13][CH:12]=1)([CH3:9])[CH3:8])(C)(C)C.FC(F)(F)C(O)=O. Product: [CH3:33][C:28]1[CH:27]=[C:26]([CH:31]=[CH:30][C:29]=1[CH3:32])[CH2:25][N:23]1[CH2:24][CH:20]([CH2:19][CH2:18][CH2:17][C:14]2[CH:15]=[CH:16][C:11]([O:10][C:7]([CH3:9])([CH3:8])[C:6]([OH:35])=[O:5])=[CH:12][CH:13]=2)[NH:21][C:22]1=[O:34]. The catalyst class is: 2. (2) Reactant: [CH3:1][C:2]1([CH3:16])[C:6]([CH3:8])([CH3:7])[O:5][CH:4]([C:9]2[CH:14]=[CH:13][C:12]([OH:15])=[CH:11][CH:10]=2)[O:3]1.C([O-])([O-])=O.[Cs+].[Cs+].Br[CH2:24][C:25]([O:27][CH2:28][CH3:29])=[O:26]. Product: [CH2:28]([O:27][C:25](=[O:26])[CH2:24][O:15][C:12]1[CH:13]=[CH:14][C:9]([CH:4]2[O:3][C:2]([CH3:16])([CH3:1])[C:6]([CH3:7])([CH3:8])[O:5]2)=[CH:10][CH:11]=1)[CH3:29]. The catalyst class is: 39. (3) Reactant: [CH:1]1([CH2:4][C@H:5]([NH:23][C:24](=[O:35])[C@@H:25]([NH:27]C(=O)OC(C)(C)C)[CH3:26])[C:6]([NH:8][C@@H:9]([CH2:16][C:17]2[CH:22]=[CH:21][CH:20]=[CH:19][CH:18]=2)[C:10]([C@@:12]2([CH3:15])[CH2:14][O:13]2)=[O:11])=[O:7])[CH2:3][CH2:2]1.[C:36]([OH:42])([C:38]([F:41])([F:40])[F:39])=[O:37]. Product: [OH:42][C:36]([C:38]([F:41])([F:40])[F:39])=[O:37].[NH2:27][C@@H:25]([CH3:26])[C:24]([NH:23][C@@H:5]([CH2:4][CH:1]1[CH2:3][CH2:2]1)[C:6]([NH:8][C@@H:9]([CH2:16][C:17]1[CH:18]=[CH:19][CH:20]=[CH:21][CH:22]=1)[C:10]([C@@:12]1([CH3:15])[CH2:14][O:13]1)=[O:11])=[O:7])=[O:35]. The catalyst class is: 2. (4) Reactant: [H-].[Na+].[Br:3][C:4]1[NH:5][C:6]2[C:11]([C:12]=1[C:13]1[CH:18]=[CH:17][C:16]([O:19][CH3:20])=[CH:15][CH:14]=1)=[CH:10][CH:9]=[CH:8][CH:7]=2.O(C1C=CC(C(C2C=CC(OC#N)=CC=2)(C)C)=CC=1)[C:22]#[N:23].O. Product: [Br:3][C:4]1[N:5]([C:22]#[N:23])[C:6]2[C:11]([C:12]=1[C:13]1[CH:18]=[CH:17][C:16]([O:19][CH3:20])=[CH:15][CH:14]=1)=[CH:10][CH:9]=[CH:8][CH:7]=2. The catalyst class is: 220. (5) Reactant: [CH2:1]([O:3][C:4](=[O:13])[C:5]1[C:10](Cl)=[CH:9][C:8]([Cl:12])=[N:7][CH:6]=1)[CH3:2].[CH2:14]([O:16][C:17](=[O:30])[CH2:18][CH2:19][NH:20][C:21]1[CH:22]=[C:23]2[C:27](=[CH:28][CH:29]=1)[CH2:26][CH2:25][CH2:24]2)[CH3:15].C(N(CC)CC)C. Product: [CH2:1]([O:3][C:4](=[O:13])[C:5]1[C:10]([N:20]([CH2:19][CH2:18][C:17]([O:16][CH2:14][CH3:15])=[O:30])[C:21]2[CH:22]=[C:23]3[C:27](=[CH:28][CH:29]=2)[CH2:26][CH2:25][CH2:24]3)=[CH:9][C:8]([Cl:12])=[N:7][CH:6]=1)[CH3:2]. The catalyst class is: 3. (6) Reactant: [CH3:1][O:2][C:3]1[CH:40]=[CH:39][C:6]([CH2:7][N:8]2[C:13]3[S:14][C:15]4[CH2:20][N:19]([CH2:21][CH:22]5[O:27][CH2:26][CH2:25][N:24](C(OC(C)(C)C)=O)[CH2:23]5)[CH2:18][CH2:17][C:16]=4[C:12]=3[C:11]3=[N:35][CH:36]=[N:37][N:10]3[C:9]2=[O:38])=[CH:5][CH:4]=1. Product: [CH3:1][O:2][C:3]1[CH:4]=[CH:5][C:6]([CH2:7][N:8]2[C:13]3[S:14][C:15]4[CH2:20][N:19]([CH2:21][CH:22]5[O:27][CH2:26][CH2:25][NH:24][CH2:23]5)[CH2:18][CH2:17][C:16]=4[C:12]=3[C:11]3=[N:35][CH:36]=[N:37][N:10]3[C:9]2=[O:38])=[CH:39][CH:40]=1. The catalyst class is: 89. (7) Reactant: [O:1]1[CH2:6][CH2:5][CH:4]([C:7]([OH:9])=[O:8])[CH2:3][CH2:2]1.CCN=C=NCCCN(C)C.[C:21]([NH:28]O)([O:23][C:24]([CH3:27])([CH3:26])[CH3:25])=[O:22]. Product: [O:1]1[CH2:6][CH2:5][CH:4]([C:7]([O:9][NH:28][C:21]([O:23][C:24]([CH3:27])([CH3:26])[CH3:25])=[O:22])=[O:8])[CH2:3][CH2:2]1. The catalyst class is: 2. (8) Reactant: O[CH2:2][C:3]([C:5]1[CH:10]=[CH:9][CH:8]=[CH:7][CH:6]=1)=[O:4].N1([C:16]2[CH:23]=[CH:22][C:19]([CH:20]=O)=[CH:18]N=2)CCCC1.O([CH3:26])[Na]. Product: [C:19]1([CH:20]=[CH:2][C:3]([C:5]2[CH:10]=[CH:9][CH:8]=[CH:7][CH:6]=2)=[O:4])[CH:18]=[CH:26][CH:16]=[CH:23][CH:22]=1. The catalyst class is: 1.